Dataset: Forward reaction prediction with 1.9M reactions from USPTO patents (1976-2016). Task: Predict the product of the given reaction. (1) Given the reactants [N:1]1[CH:6]=[CH:5][C:4]([NH2:7])=[N:3][CH:2]=1.Br[C:9]1[C:10](=[O:17])[N:11]([CH3:16])[N:12]=[C:13]([Cl:15])[CH:14]=1.C(=O)([O-])[O-].[Cs+].[Cs+].CC1(C)C2C(=C(P(C3C=CC=CC=3)C3C=CC=CC=3)C=CC=2)OC2C(P(C3C=CC=CC=3)C3C=CC=CC=3)=CC=CC1=2, predict the reaction product. The product is: [Cl:15][C:13]1[CH:14]=[C:9]([NH:7][C:4]2[CH:5]=[CH:6][N:1]=[CH:2][N:3]=2)[C:10](=[O:17])[N:11]([CH3:16])[N:12]=1. (2) Given the reactants [C:1]([O:5][C:6]([N:8]1[CH2:12][C@H:11]([OH:13])[CH2:10][C@H:9]1[C:14]([OH:16])=O)=[O:7])([CH3:4])([CH3:3])[CH3:2].[F:17][C:18]1[CH:31]=[CH:30][C:21]([O:22][C:23]2[CH:29]=[CH:28][C:26]([NH2:27])=[CH:25][CH:24]=2)=[CH:20][CH:19]=1, predict the reaction product. The product is: [F:17][C:18]1[CH:31]=[CH:30][C:21]([O:22][C:23]2[CH:29]=[CH:28][C:26]([NH:27][C:14]([C@@H:9]3[CH2:10][C@@H:11]([OH:13])[CH2:12][N:8]3[C:6]([O:5][C:1]([CH3:2])([CH3:3])[CH3:4])=[O:7])=[O:16])=[CH:25][CH:24]=2)=[CH:20][CH:19]=1. (3) Given the reactants [NH2:1][CH2:2][C:3]1[C:4]([F:20])=[C:5]([O:10][C:11]2[CH:12]=[C:13]([CH:16]=[C:17](Br)[CH:18]=2)[C:14]#[N:15])[C:6]([Cl:9])=[CH:7][CH:8]=1.[CH2:21]([Sn](CCCC)(CCCC)CC=C)[CH2:22][CH2:23]C.C(OCC)(=O)C.O, predict the reaction product. The product is: [NH2:1][CH2:2][C:3]1[C:4]([F:20])=[C:5]([O:10][C:11]2[CH:12]=[C:13]([CH:16]=[C:17]([CH2:23][CH:22]=[CH2:21])[CH:18]=2)[C:14]#[N:15])[C:6]([Cl:9])=[CH:7][CH:8]=1. (4) Given the reactants C([O:8][C:9]1[CH:18]=[C:17]2[C:12]([C:13]([NH:19][C:20]3[CH:21]=[CH:22][C:23]([NH:26][C:27](=[O:35])[C:28]4[CH:33]=[CH:32][CH:31]=[C:30]([Cl:34])[CH:29]=4)=[N:24][CH:25]=3)=[N:14][CH:15]=[N:16]2)=[CH:11][C:10]=1[O:36][CH3:37])C1C=CC=CC=1, predict the reaction product. The product is: [Cl:34][C:30]1[CH:29]=[C:28]([CH:33]=[CH:32][CH:31]=1)[C:27]([NH:26][C:23]1[CH:22]=[CH:21][C:20]([NH:19][C:13]2[C:12]3[C:17](=[CH:18][C:9]([OH:8])=[C:10]([O:36][CH3:37])[CH:11]=3)[N:16]=[CH:15][N:14]=2)=[CH:25][N:24]=1)=[O:35]. (5) Given the reactants Br[C:2]1[CH:3]=[C:4]([C:7]#[N:8])[S:5][CH:6]=1.[CH3:9][C@@H:10]1[CH2:14][CH2:13][CH2:12][N:11]1[CH2:15][C@@H:16]1[CH2:20][CH2:19][CH2:18][N:17]1[C:21]([C:23]1[CH:28]=[CH:27][C:26](B2OC(C)(C)C(C)(C)O2)=[CH:25][CH:24]=1)=[O:22], predict the reaction product. The product is: [CH3:9][C@@H:10]1[CH2:14][CH2:13][CH2:12][N:11]1[CH2:15][C@@H:16]1[CH2:20][CH2:19][CH2:18][N:17]1[C:21]([C:23]1[CH:28]=[CH:27][C:26]([C:2]2[CH:3]=[C:4]([C:7]#[N:8])[S:5][CH:6]=2)=[CH:25][CH:24]=1)=[O:22].